From a dataset of Full USPTO retrosynthesis dataset with 1.9M reactions from patents (1976-2016). Predict the reactants needed to synthesize the given product. (1) Given the product [Cl:16][C:4]1[N:3]=[C:2]([C:23]2[CH:24]=[CH:25][C:20]([N+:17]([O-:19])=[O:18])=[CH:21][CH:22]=2)[N:7]=[C:6]([N:8]2[CH2:14][CH:13]3[O:15][CH:10]([CH2:11][CH2:12]3)[CH2:9]2)[CH:5]=1.[Cl:1][C:2]1[N:7]=[C:6]([N:8]2[CH2:14][CH:13]3[O:15][CH:10]([CH2:11][CH2:12]3)[CH2:9]2)[CH:5]=[C:4]([C:23]2[CH:24]=[CH:25][C:20]([N+:17]([O-:19])=[O:18])=[CH:21][CH:22]=2)[N:3]=1, predict the reactants needed to synthesize it. The reactants are: [Cl:1][C:2]1[N:7]=[C:6]([N:8]2[CH2:14][CH:13]3[O:15][CH:10]([CH2:11][CH2:12]3)[CH2:9]2)[CH:5]=[C:4]([Cl:16])[N:3]=1.[N+:17]([C:20]1[CH:25]=[CH:24][C:23](B2OC(C)(C)C(C)(C)O2)=[CH:22][CH:21]=1)([O-:19])=[O:18].C([O-])([O-])=O.[Na+].[Na+]. (2) The reactants are: COC1C=CC(C[N:8]2[CH:12]=[C:11]([NH:13][C:14](=[O:16])[CH3:15])[C:10]([C:17]3[NH:18][CH:19]=[C:20]([C:22]4[CH:27]=[CH:26][CH:25]=[CH:24][CH:23]=4)[N:21]=3)=[N:9]2)=CC=1.C1(OC)C=CC=CC=1. Given the product [C:22]1([C:20]2[N:21]=[C:17]([C:10]3[C:11]([NH:13][C:14](=[O:16])[CH3:15])=[CH:12][NH:8][N:9]=3)[NH:18][CH:19]=2)[CH:23]=[CH:24][CH:25]=[CH:26][CH:27]=1, predict the reactants needed to synthesize it. (3) Given the product [O:1]1[C:5]2[CH:6]=[CH:7][C:8]([CH2:10][N:11]3[C:12](=[O:34])[C:13]4[C:22](=[CH:21][C:20]5[N:19]=[CH:18][CH:17]=[N:16][C:15]=5[C:14]=4[OH:33])[C:23]3=[O:24])=[CH:9][C:4]=2[O:3][CH2:2]1, predict the reactants needed to synthesize it. The reactants are: [O:1]1[C:5]2[CH:6]=[CH:7][C:8]([CH2:10][N:11]3[C:23](=[O:24])[C:22]4[C:13](=[C:14]([OH:33])[C:15]5[N:16]=[CH:17][CH:18]=[N:19][C:20]=5[C:21]=4OS(C(F)(F)F)(=O)=O)[C:12]3=[O:34])=[CH:9][C:4]=2[O:3][CH2:2]1.CCN(CC)CC. (4) Given the product [Cl:1][C:2]1[CH:3]=[C:4]([CH:23]=[CH:24][C:25]=1[Cl:26])[CH2:5][N:6]1[C:7](=[O:22])[C:8]2[C:17](=[C:16]([OH:20])[C:15]3[N:14]=[CH:13][CH:12]=[N:11][C:10]=3[C:9]=2[O:21][C:27](=[O:33])[CH2:28][CH2:29][CH2:30][CH2:31][CH3:32])[C:18]1=[O:19], predict the reactants needed to synthesize it. The reactants are: [Cl:1][C:2]1[CH:3]=[C:4]([CH:23]=[CH:24][C:25]=1[Cl:26])[CH2:5][N:6]1[C:18](=[O:19])[C:17]2[C:8](=[C:9]([OH:21])[C:10]3[N:11]=[CH:12][CH:13]=[N:14][C:15]=3[C:16]=2[OH:20])[C:7]1=[O:22].[C:27](O)(=[O:33])[CH2:28][CH2:29][CH2:30][CH2:31][CH3:32].CN(C(ON1N=NC2C=CC=CC1=2)=[N+](C)C)C.[B-](F)(F)(F)F.C(N(CC)CC)C. (5) Given the product [CH:11]([NH:14][C:15]([C:17]1[C:25]2[C:20](=[N:21][C:22]([NH:26][C:7](=[O:8])[C:3]3[CH:4]=[CH:5][CH:6]=[C:1]([CH3:10])[CH:2]=3)=[CH:23][CH:24]=2)[N:19]([C:27]([CH3:29])([CH3:28])[CH3:30])[N:18]=1)=[O:16])([CH3:13])[CH3:12], predict the reactants needed to synthesize it. The reactants are: [C:1]1([CH3:10])[CH:6]=[CH:5][CH:4]=[C:3]([C:7](Cl)=[O:8])[CH:2]=1.[CH:11]([NH:14][C:15]([C:17]1[C:25]2[C:20](=[N:21][C:22]([NH2:26])=[CH:23][CH:24]=2)[N:19]([C:27]([CH3:30])([CH3:29])[CH3:28])[N:18]=1)=[O:16])([CH3:13])[CH3:12]. (6) The reactants are: [C:1]([C:3]1[CH:4]=[C:5](B(O)O)[CH:6]=[CH:7][CH:8]=1)#[N:2].Br[C:13]1[CH:14]=[C:15]([C:20]2[O:21][C:22]3[CH:28]=[CH:27][CH:26]=[CH:25][C:23]=3[N:24]=2)[CH:16]=[CH:17][C:18]=1[CH3:19].C1(P(C2C=CC=CC=2)C2C=CC=CC=2)C=CC=CC=1.C(=O)([O-])[O-].[K+].[K+]. Given the product [O:21]1[C:22]2[CH:28]=[CH:27][CH:26]=[CH:25][C:23]=2[N:24]=[C:20]1[C:15]1[CH:16]=[CH:17][C:18]([CH3:19])=[C:13]([C:7]2[CH:6]=[CH:5][CH:4]=[C:3]([C:1]#[N:2])[CH:8]=2)[CH:14]=1, predict the reactants needed to synthesize it. (7) Given the product [OH:12][CH2:11][C@@H:9]([C@H:7]([C@@H:5]([C@@H:3]([CH2:2][OH:1])[OH:4])[OH:6])[OH:8])[OH:10].[C:13]([OH:26])(=[O:25])[CH2:14][CH2:15][CH2:16][CH2:17][CH2:18][CH2:19][CH2:20][CH2:21][C:22]([OH:24])=[O:23].[C:27]([OH:35])(=[O:34])[C:28]([CH2:30][C:31]([OH:33])=[O:32])=[CH2:29], predict the reactants needed to synthesize it. The reactants are: [OH:1][CH2:2][C@@H:3]([C@H:5]([C@@H:7]([C@@H:9]([CH2:11][OH:12])[OH:10])[OH:8])[OH:6])[OH:4].[C:13]([OH:26])(=[O:25])[CH2:14][CH2:15][CH2:16][CH2:17][CH2:18][CH2:19][CH2:20][CH2:21][C:22]([OH:24])=[O:23].[C:27]([OH:35])(=[O:34])[C:28]([CH2:30][C:31]([OH:33])=[O:32])=[CH2:29].